Predict the product of the given reaction. From a dataset of Forward reaction prediction with 1.9M reactions from USPTO patents (1976-2016). (1) The product is: [CH2:14]([O:13][C:11]([C:10]1[CH:9]=[CH:8][N:7]([CH2:16][C:17]2[CH:22]=[CH:21][C:20]([O:23][CH3:24])=[CH:19][C:18]=2[O:25][CH3:26])[C:6](=[O:27])[C:5]=1[C:3]([OH:4])=[O:2])=[O:12])[CH3:15]. Given the reactants C[O:2][C:3]([C:5]1[C:6](=[O:27])[N:7]([CH2:16][C:17]2[CH:22]=[CH:21][C:20]([O:23][CH3:24])=[CH:19][C:18]=2[O:25][CH3:26])[CH:8]=[CH:9][C:10]=1[C:11]([O:13][CH2:14][CH3:15])=[O:12])=[O:4].[Li+].[I-], predict the reaction product. (2) Given the reactants [F:1][C:2]1([F:31])[CH2:7][CH2:6][CH:5]([CH2:8][C:9]2[N:13]3[C:14]([CH3:26])=[CH:15][C:16](/[CH:18]=[CH:19]\[CH:20]4[CH2:25][CH2:24][O:23][CH2:22][CH2:21]4)=[CH:17][C:12]3=[N:11][C:10]=2[C:27]([F:30])([F:29])[F:28])[CH2:4][CH2:3]1.C[N+]1([O-])CC[O:36]CC1.S([O-])([O-])(=O)=S.[Na+].[Na+].[OH2:47], predict the reaction product. The product is: [F:31][C:2]1([F:1])[CH2:7][CH2:6][CH:5]([CH2:8][C:9]2[N:13]3[C:14]([CH3:26])=[CH:15][C:16]([CH:18]([OH:36])[CH:19]([CH:20]4[CH2:25][CH2:24][O:23][CH2:22][CH2:21]4)[OH:47])=[CH:17][C:12]3=[N:11][C:10]=2[C:27]([F:29])([F:30])[F:28])[CH2:4][CH2:3]1. (3) Given the reactants [Ag:1].[C:2]([OH:14])(=[O:13])[CH2:3][C:4]([CH2:9][C:10]([OH:12])=[O:11])([C:6]([OH:8])=[O:7])[OH:5], predict the reaction product. The product is: [C:2]([OH:14])(=[O:13])[CH2:3][C:4]([CH2:9][C:10]([OH:12])=[O:11])([C:6]([O-:8])=[O:7])[OH:5].[Ag+:1]. (4) Given the reactants [CH2:1]([N:5]1[C:10]([C:11]([C:13]2[CH:14]=[C:15]([CH:20]=[CH:21][C:22]#[N:23])[CH:16]=[C:17]([CH3:19])[CH:18]=2)=[O:12])=[C:9]([CH:24]([CH3:26])[CH3:25])[C:8](=[O:27])[NH:7][C:6]1=[O:28])[CH2:2][CH2:3][CH3:4], predict the reaction product. The product is: [CH2:1]([N:5]1[C:10]([C:11]([C:13]2[CH:14]=[C:15]([CH2:20][CH2:21][C:22]#[N:23])[CH:16]=[C:17]([CH3:19])[CH:18]=2)=[O:12])=[C:9]([CH:24]([CH3:25])[CH3:26])[C:8](=[O:27])[NH:7][C:6]1=[O:28])[CH2:2][CH2:3][CH3:4]. (5) Given the reactants [F:1][C:2]1[CH:3]=[C:4]([C:8]2[NH:9][C:10]([CH2:19][S:20][CH3:21])=[C:11]([C:13]3[CH:14]=[N:15][CH:16]=[CH:17][CH:18]=3)[N:12]=2)[CH:5]=[CH:6][CH:7]=1.[Cl:22]C1C=CC=C(C(OO)=[O:30])C=1.C(=O)([O-])O.[Na+], predict the reaction product. The product is: [ClH:22].[F:1][C:2]1[CH:3]=[C:4]([C:8]2[NH:9][C:10]([CH2:19][S:20]([CH3:21])=[O:30])=[C:11]([C:13]3[CH:14]=[N:15][CH:16]=[CH:17][CH:18]=3)[N:12]=2)[CH:5]=[CH:6][CH:7]=1. (6) Given the reactants Cl[C:2]1[CH:3]=[CH:4][C:5]2[N:10]=[CH:9][C:8](=[O:11])[N:7]([CH2:12][CH:13]3[O:17][CH2:16][CH2:15][O:14]3)[C:6]=2[N:18]=1.[NH:19]1[CH:23]=[N:22][CH:21]=[N:20]1.[H-].[Na+].Cl, predict the reaction product. The product is: [O:14]1[CH2:15][CH2:16][O:17][CH:13]1[CH2:12][N:7]1[C:8](=[O:11])[CH:9]=[N:10][C:5]2[CH:4]=[CH:3][C:2]([N:19]3[CH:23]=[N:22][CH:21]=[N:20]3)=[N:18][C:6]1=2. (7) Given the reactants [C:1]1([CH2:7][CH2:8][C:9]([N:11]2[CH2:16][CH2:15][CH:14]([CH2:17][N:18]3[C:26]4[C:21](=[CH:22][C:23]([C:27]5[CH:28]=[N:29][N:30](C6CCCCO6)[CH:31]=5)=[CH:24][CH:25]=4)[CH:20]=[CH:19]3)[CH2:13][CH2:12]2)=[O:10])[CH:6]=[CH:5][CH:4]=[CH:3][CH:2]=1.C1(C)C=CC(S(O)(=O)=O)=CC=1.CO.ClCCl, predict the reaction product. The product is: [NH:29]1[CH:28]=[C:27]([C:23]2[CH:22]=[C:21]3[C:26](=[CH:25][CH:24]=2)[N:18]([CH2:17][CH:14]2[CH2:13][CH2:12][N:11]([C:9](=[O:10])[CH2:8][CH2:7][C:1]4[CH:2]=[CH:3][CH:4]=[CH:5][CH:6]=4)[CH2:16][CH2:15]2)[CH:19]=[CH:20]3)[CH:31]=[N:30]1.